This data is from Catalyst prediction with 721,799 reactions and 888 catalyst types from USPTO. The task is: Predict which catalyst facilitates the given reaction. (1) Reactant: [CH:1]1([C:7]2[CH:15]=[CH:14][C:10]([C:11](O)=[O:12])=[CH:9][CH:8]=2)[CH2:6][CH2:5][CH2:4][CH2:3][CH2:2]1.C(Cl)(=O)OCC(C)C.C(N(CC)CC)C.[BH4-].[Na+].Cl. Product: [CH:1]1([C:7]2[CH:8]=[CH:9][C:10]([CH2:11][OH:12])=[CH:14][CH:15]=2)[CH2:2][CH2:3][CH2:4][CH2:5][CH2:6]1. The catalyst class is: 7. (2) Product: [Cl:8][C:9]1[C:10]([CH2:15][NH:16][C:17]([C@H:19]2[CH2:24][CH2:23][C@H:22]([N:5]3[CH2:6][C:3]([F:7])([F:2])[CH2:4]3)[CH2:21][CH2:20]2)=[O:18])=[N:11][CH:12]=[CH:13][N:14]=1.[Cl:8][C:9]1[C:10]([CH2:15][NH:16][C:17]([C@H:19]2[CH2:24][CH2:23][C@@H:22]([N:5]3[CH2:6][C:3]([F:7])([F:2])[CH2:4]3)[CH2:21][CH2:20]2)=[O:18])=[N:11][CH:12]=[CH:13][N:14]=1. The catalyst class is: 98. Reactant: Cl.[F:2][C:3]1([F:7])[CH2:6][NH:5][CH2:4]1.[Cl:8][C:9]1[C:10]([CH2:15][NH:16][C:17]([CH:19]2[CH2:24][CH2:23][C:22](=O)[CH2:21][CH2:20]2)=[O:18])=[N:11][CH:12]=[CH:13][N:14]=1.C(O)(=O)C.C([BH3-])#N.[Na+].